From a dataset of Reaction yield outcomes from USPTO patents with 853,638 reactions. Predict the reaction yield, written as a fraction of the theoretical maximum amount of product (1.0 means a 100% yield; for example, 0.34 means a 34% yield). (1) The reactants are [Br:1]N1C(=O)CCC1=O.CC(N=NC(C#N)(C)C)(C#N)C.[F:21][C:22]1[CH:27]=[CH:26][C:25]([CH3:28])=[C:24]([I:29])[CH:23]=1. The catalyst is C(Cl)(Cl)(Cl)Cl. The product is [Br:1][CH2:28][C:25]1[CH:26]=[CH:27][C:22]([F:21])=[CH:23][C:24]=1[I:29]. The yield is 0.580. (2) The reactants are [H-].[Na+].[OH:3][C:4]1[C:9]([C:10]([F:13])([F:12])[F:11])=[CH:8][CH:7]=[CH:6][N:5]=1.[Br-].[Li+].Br[CH2:17][CH2:18][CH2:19][NH:20][C:21](=[O:27])[O:22][C:23]([CH3:26])([CH3:25])[CH3:24]. The catalyst is CN(C=O)C.CN(C=O)C.COCCOC. The product is [C:23]([O:22][C:21](=[O:27])[NH:20][CH2:19][CH2:18][CH2:17][N:5]1[CH:6]=[CH:7][CH:8]=[C:9]([C:10]([F:11])([F:13])[F:12])[C:4]1=[O:3])([CH3:26])([CH3:25])[CH3:24]. The yield is 0.110. (3) The reactants are [CH3:1][C:2]1[O:6][C:5]([C:7]2[CH:13]=[CH:12][CH:11]=[CH:10][C:8]=2[NH2:9])=[N:4][CH:3]=1.C(N(CC)CC)C.[Cl:21][C:22]1[N:27]=[C:26]([C:28]2[CH:33]=[CH:32][CH:31]=[CH:30][CH:29]=2)[N:25]=[C:24]([C:34](Cl)=[O:35])[CH:23]=1. The catalyst is ClCCl.CO. The product is [Cl:21][C:22]1[N:27]=[C:26]([C:28]2[CH:33]=[CH:32][CH:31]=[CH:30][CH:29]=2)[N:25]=[C:24]([C:34]([NH:9][C:8]2[CH:10]=[CH:11][CH:12]=[CH:13][C:7]=2[C:5]2[O:6][C:2]([CH3:1])=[CH:3][N:4]=2)=[O:35])[CH:23]=1. The yield is 0.820. (4) The reactants are [C:1]([C:3]1[C:4]([NH:11][C:12](=[O:14])[CH3:13])=[N:5][C:6]([S:9][CH3:10])=[N:7][CH:8]=1)#[N:2].[CH3:15]I.[H-].[Na+]. The catalyst is CS(C)=O. The product is [C:1]([C:3]1[C:4]([N:11]([CH3:15])[C:12](=[O:14])[CH3:13])=[N:5][C:6]([S:9][CH3:10])=[N:7][CH:8]=1)#[N:2]. The yield is 0.720. (5) The reactants are [Cl:1][C:2]1[CH:10]=[CH:9][CH:8]=[C:7]2[C:3]=1[C:4]([CH:12]=O)=[CH:5][N:6]2[CH3:11].[CH3:14][N:15]1C2C(=CC=CC=2)C(C)=C1C=O. No catalyst specified. The product is [Cl:1][C:2]1[CH:10]=[CH:9][CH:8]=[C:7]2[C:3]=1[C:4]([CH2:12][NH:15][CH3:14])=[CH:5][N:6]2[CH3:11]. The yield is 0.780. (6) The reactants are [F:1][C:2]1[CH:7]=[CH:6][C:5]([F:8])=[CH:4][C:3]=1[OH:9].[N+:10]([O-])([OH:12])=[O:11]. The catalyst is C(O)(=O)C.C(Cl)Cl. The product is [F:1][C:2]1[CH:7]=[C:6]([N+:10]([O-:12])=[O:11])[C:5]([F:8])=[CH:4][C:3]=1[OH:9]. The yield is 0.260.